From a dataset of Forward reaction prediction with 1.9M reactions from USPTO patents (1976-2016). Predict the product of the given reaction. (1) The product is: [CH2:11]([N:12]([CH2:2][CH2:1][CH3:5])[CH2:7][CH2:8][CH2:9][C:7]1[N:12]=[C:11]([C:13]2[CH:30]=[CH:29][C:16]([CH2:17][N:18]3[C:19](=[O:28])[C:20]4[C:25](=[CH:24][CH:23]=[CH:22][CH:21]=4)[C:26]3=[O:27])=[CH:15][CH:14]=2)[CH:10]=[CH:9][CH:8]=1)[CH2:13][CH3:14]. Given the reactants [CH2:1]1[CH2:5]OC[CH2:2]1.Cl[C:7]1[N:12]=[C:11]([C:13]2[CH:30]=[CH:29][C:16]([CH2:17][N:18]3[C:26](=[O:27])[C:25]4[C:20](=[CH:21][CH:22]=[CH:23][CH:24]=4)[C:19]3=[O:28])=[CH:15][CH:14]=2)[CH:10]=[CH:9][CH:8]=1.[F-].[Cs+], predict the reaction product. (2) Given the reactants [Cl:1][C:2]1[N:7]=[C:6](Cl)[C:5]([F:9])=[CH:4][N:3]=1.[NH2:10][C@@H:11]1[CH2:16][CH2:15][CH2:14][N:13]([C:17]([O:19][C:20]([CH3:23])([CH3:22])[CH3:21])=[O:18])[CH2:12]1.CCN(C(C)C)C(C)C, predict the reaction product. The product is: [Cl:1][C:2]1[N:7]=[C:6]([NH:10][C@@H:11]2[CH2:16][CH2:15][CH2:14][N:13]([C:17]([O:19][C:20]([CH3:23])([CH3:22])[CH3:21])=[O:18])[CH2:12]2)[C:5]([F:9])=[CH:4][N:3]=1. (3) Given the reactants C([O:8][C:9]1[CH:10]=[C:11]([NH:15][C:16](=[O:28])[C@@H:17]([N:19]([CH3:27])[C:20](=[O:26])[O:21][C:22]([CH3:25])([CH3:24])[CH3:23])[CH3:18])[CH:12]=[CH:13][CH:14]=1)C1C=CC=CC=1, predict the reaction product. The product is: [OH:8][C:9]1[CH:10]=[C:11]([NH:15][C:16](=[O:28])[C@@H:17]([N:19]([CH3:27])[C:20](=[O:26])[O:21][C:22]([CH3:23])([CH3:25])[CH3:24])[CH3:18])[CH:12]=[CH:13][CH:14]=1. (4) Given the reactants [Br:1][C:2]1[CH:3]=[CH:4][C:5]([OH:11])=[C:6]([CH:10]=1)[C:7]([OH:9])=[O:8].[CH2:12](Br)[CH2:13][CH2:14][CH3:15].C(=O)([O-])[O-].[K+].[K+], predict the reaction product. The product is: [CH2:12]([O:8][C:7](=[O:9])[C:6]1[CH:10]=[C:2]([Br:1])[CH:3]=[CH:4][C:5]=1[O:11][CH2:3][CH2:2][CH2:10][CH3:6])[CH2:13][CH2:14][CH3:15]. (5) Given the reactants [NH2:1][CH2:2][C:3]1[CH:4]=[N:5][CH:6]=[CH:7][CH:8]=1.[C:9](O[C:9]([O:11][C:12]([CH3:15])([CH3:14])[CH3:13])=[O:10])([O:11][C:12]([CH3:15])([CH3:14])[CH3:13])=[O:10].C(N(C(C)C)CC)(C)C, predict the reaction product. The product is: [C:12]([O:11][C:9](=[O:10])[NH:1][CH2:2][C:3]1[CH:4]=[N:5][CH:6]=[CH:7][CH:8]=1)([CH3:15])([CH3:14])[CH3:13]. (6) Given the reactants Cl[C:2]1[C:7]([I:8])=[C:6]([O:9][CH3:10])[N:5]=[C:4]([S:11][CH3:12])[N:3]=1.Cl.[NH2:14][C@@H:15]1[CH2:19][C@H:18]([CH2:20][OH:21])[C@@H:17]([OH:22])[C@H:16]1[OH:23].C(N(CC)CC)C, predict the reaction product. The product is: [OH:21][CH2:20][C@H:18]1[CH2:19][C@@H:15]([NH:14][C:2]2[C:7]([I:8])=[C:6]([O:9][CH3:10])[N:5]=[C:4]([S:11][CH3:12])[N:3]=2)[C@H:16]([OH:23])[C@@H:17]1[OH:22]. (7) Given the reactants [C:1]([C:3]1[CH:4]=[C:5]([C:13]2[S:17][C:16]([C:18]3[CH:27]=[CH:26][CH:25]=[C:24]4[C:19]=3[CH2:20][CH2:21][CH2:22][C@H:23]4[NH:28][S:29]([CH2:32][C:33]([OH:35])=O)(=[O:31])=[O:30])=[N:15][N:14]=2)[CH:6]=[CH:7][C:8]=1[O:9][CH:10]([CH3:12])[CH3:11])#[N:2].C1C=CC2N(O)N=NC=2C=1.C(Cl)CCl.[CH3:50][NH:51][CH3:52], predict the reaction product. The product is: [C:1]([C:3]1[CH:4]=[C:5]([C:13]2[S:17][C:16]([C:18]3[CH:27]=[CH:26][CH:25]=[C:24]4[C:19]=3[CH2:20][CH2:21][CH2:22][C@H:23]4[NH:28][S:29]([CH2:32][C:33]([N:51]([CH3:52])[CH3:50])=[O:35])(=[O:31])=[O:30])=[N:15][N:14]=2)[CH:6]=[CH:7][C:8]=1[O:9][CH:10]([CH3:11])[CH3:12])#[N:2].